From a dataset of Reaction yield outcomes from USPTO patents with 853,638 reactions. Predict the reaction yield, written as a fraction of the theoretical maximum amount of product (1.0 means a 100% yield; for example, 0.34 means a 34% yield). The reactants are [C:1]1(=[O:8])[CH2:7][CH2:6][CH2:5][CH2:4][CH2:3][CH2:2]1.[Li+].C[Si]([N-][Si](C)(C)C)(C)C.Br[CH2:20][C:21]([O:23][CH3:24])=[O:22].C(OCC)(=O)C. The yield is 0.580. The product is [CH3:24][O:23][C:21]([CH2:20][CH:2]1[CH2:3][CH2:4][CH2:5][CH2:6][CH2:7][C:1]1=[O:8])=[O:22]. The catalyst is C1COCC1.